This data is from Peptide-MHC class I binding affinity with 185,985 pairs from IEDB/IMGT. The task is: Regression. Given a peptide amino acid sequence and an MHC pseudo amino acid sequence, predict their binding affinity value. This is MHC class I binding data. The peptide sequence is FPYEGGKVF. The MHC is HLA-B39:01 with pseudo-sequence HLA-B39:01. The binding affinity (normalized) is 0.471.